From a dataset of Forward reaction prediction with 1.9M reactions from USPTO patents (1976-2016). Predict the product of the given reaction. Given the reactants Cl[CH2:2][CH2:3][CH2:4][CH2:5][CH2:6][CH2:7][N:8]1[C:16]2[C:11](=[CH:12][CH:13]=[CH:14][CH:15]=2)[C:10]2[CH2:17][CH2:18][S:19][C:20]3[CH:25]=[CH:24][CH:23]=[CH:22][C:21]=3[C:9]1=2.[CH3:26][NH:27][CH2:28][CH2:29][CH2:30][CH3:31], predict the reaction product. The product is: [CH2:28]([N:27]([CH3:26])[CH2:2][CH2:3][CH2:4][CH2:5][CH2:6][CH2:7][N:8]1[C:16]2[C:11](=[CH:12][CH:13]=[CH:14][CH:15]=2)[C:10]2[CH2:17][CH2:18][S:19][C:20]3[CH:25]=[CH:24][CH:23]=[CH:22][C:21]=3[C:9]1=2)[CH2:29][CH2:30][CH3:31].